Dataset: Catalyst prediction with 721,799 reactions and 888 catalyst types from USPTO. Task: Predict which catalyst facilitates the given reaction. (1) Reactant: [CH3:1][O:2][C:3](=[O:22])[CH:4]([C:6]1[CH:11]=[CH:10][C:9]([O:12][CH2:13][C:14]2[CH:19]=[CH:18][C:17]([Cl:20])=[C:16]([Cl:21])[CH:15]=2)=[CH:8][CH:7]=1)[OH:5]. Product: [CH3:1][O:2][C:3](=[O:22])[C:4]([C:6]1[CH:7]=[CH:8][C:9]([O:12][CH2:13][C:14]2[CH:19]=[CH:18][C:17]([Cl:20])=[C:16]([Cl:21])[CH:15]=2)=[CH:10][CH:11]=1)=[O:5]. The catalyst class is: 742. (2) Reactant: Br[C:2]1[CH:3]=[C:4]([CH:12]=[C:13]([C:15]([F:18])([F:17])[F:16])[CH:14]=1)[C:5]([O:7][C:8]([CH3:11])([CH3:10])[CH3:9])=[O:6].[CH3:19][N:20]1[C:24](B2OC(C)(C)C(C)(C)O2)=[CH:23][CH:22]=[N:21]1.O1CCOCC1.C(=O)([O-])[O-].[Na+].[Na+]. Product: [CH3:19][N:20]1[C:24]([C:2]2[CH:3]=[C:4]([CH:12]=[C:13]([C:15]([F:18])([F:17])[F:16])[CH:14]=2)[C:5]([O:7][C:8]([CH3:11])([CH3:10])[CH3:9])=[O:6])=[CH:23][CH:22]=[N:21]1. The catalyst class is: 535. (3) Reactant: Br[C:2]1[C:3]([CH3:13])=[C:4]2[C:11]([CH3:12])=[CH:10][NH:9][C:5]2=[C:6]([Cl:8])[N:7]=1.[CH2:14](OB(C1C=CC=CC=1)OCC)[CH3:15].[C:27]([O-])([O-])=O.[Na+].[Na+].[C:33]1([CH3:39])[CH:38]=[CH:37][CH:36]=[CH:35][CH:34]=1. Product: [Cl:8][C:6]1[N:7]=[C:2]([C:34]2[C:35]([CH2:14][CH3:15])=[CH:36][CH:37]=[CH:38][C:33]=2[CH2:39][CH3:27])[C:3]([CH3:13])=[C:4]2[C:11]([CH3:12])=[CH:10][NH:9][C:5]=12. The catalyst class is: 73. (4) Reactant: [C:1]([O:5][C:6]([N:8]1[CH2:13][CH2:12][CH2:11][C@H:10]2[CH2:14][N:15]([C:17]3[C:26]([O:27][CH3:28])=[C:25]4[C:20]([C:21](=[O:35])[C:22]([C:32]([OH:34])=[O:33])=[CH:23][N:24]4[CH:29]4[CH2:31][CH2:30]4)=[CH:19][C:18]=3[F:36])[CH2:16][C@@H:9]12)=[O:7])([CH3:4])([CH3:3])[CH3:2].[CH3:37][CH2:38][O:39][P:40]([O:55][CH2:56][CH3:57])([CH:42]([P:47]([O:52][CH2:53][CH3:54])([O:49][CH2:50][CH3:51])=[O:48])[CH2:43][CH2:44][CH2:45]I)=[O:41].C(=O)([O-])[O-].[K+].[K+].C(OCC)(=O)C. Product: [C:1]([O:5][C:6]([N:8]1[CH2:13][CH2:12][CH2:11][C@H:10]2[CH2:14][N:15]([C:17]3[C:26]([O:27][CH3:28])=[C:25]4[C:20]([C:21](=[O:35])[C:22]([C:32]([O:34][CH2:45][CH2:44][CH2:43][CH:42]([P:47]([O:49][CH2:50][CH3:51])([O:52][CH2:53][CH3:54])=[O:48])[P:40]([O:39][CH2:38][CH3:37])([O:55][CH2:56][CH3:57])=[O:41])=[O:33])=[CH:23][N:24]4[CH:29]4[CH2:31][CH2:30]4)=[CH:19][C:18]=3[F:36])[CH2:16][C@@H:9]12)=[O:7])([CH3:4])([CH3:2])[CH3:3]. The catalyst class is: 3. (5) Reactant: [CH3:1][O:2][C:3]([NH:5][C@@H:6]([CH:56]([CH3:58])[CH3:57])[C:7]([N:9]1[CH2:13][C@@H:12]([CH3:14])[CH2:11][C@H:10]1[C:15]1[NH:19][C:18]2[C:20]3[C:25]([CH:26]=[CH:27][C:17]=2[N:16]=1)=[CH:24][C:23]([C:28]1[CH:29]=[C:30]2[C:53](=[CH:54][CH:55]=1)[C:34]1[NH:35][C:36]([C@@H:38]4[CH2:42][C@H:41]([CH2:43][O:44][CH3:45])[CH2:40][N:39]4C(OC(C)(C)C)=O)=[N:37][C:33]=1[CH:32]=[CH:31]2)=[CH:22][CH:21]=3)=[O:8])=[O:4].Cl.[CH3:60][O:61][C@H:62]([CH3:72])[C@H:63]([NH:67][C:68]([O:70][CH3:71])=[O:69])[C:64]([OH:66])=O.CN(C(ON1N=NC2C=CC=NC1=2)=[N+](C)C)C.F[P-](F)(F)(F)(F)F.CCN(C(C)C)C(C)C. Product: [CH3:71][O:70][C:68]([NH:67][C@@H:63]([C@H:62]([O:61][CH3:60])[CH3:72])[C:64]([N:39]1[CH2:40][C@@H:41]([CH2:43][O:44][CH3:45])[CH2:42][C@H:38]1[C:36]1[NH:35][C:34]2[C:53]3[C:30]([CH:31]=[CH:32][C:33]=2[N:37]=1)=[CH:29][C:28]([C:23]1[CH:24]=[C:25]2[C:20](=[CH:21][CH:22]=1)[C:18]1[NH:19][C:15]([C@@H:10]4[CH2:11][C@H:12]([CH3:14])[CH2:13][N:9]4[C:7](=[O:8])[C@@H:6]([NH:5][C:3](=[O:4])[O:2][CH3:1])[CH:56]([CH3:58])[CH3:57])=[N:16][C:17]=1[CH:27]=[CH:26]2)=[CH:55][CH:54]=3)=[O:66])=[O:69]. The catalyst class is: 59. (6) Reactant: [Cl:1][C:2]1[CH:3]=[C:4]([CH:23]=[CH:24][C:25]=1[F:26])[CH2:5][N:6]1[CH2:15][CH2:14][C:13]2[C:8](=[C:9]([O:20][CH3:21])[C:10](=[O:19])[NH:11][C:12]=2[C:16]([OH:18])=O)[C:7]1=[O:22].[CH2:27]([O:34][CH2:35][CH2:36][NH:37][CH2:38][CH2:39][CH2:40][CH2:41][O:42][Si:43]([C:46]([CH3:49])([CH3:48])[CH3:47])([CH3:45])[CH3:44])[C:28]1[CH:33]=[CH:32][CH:31]=[CH:30][CH:29]=1.C(Cl)CCl.C1C=NC2N(O)N=NC=2C=1.C(N(C(C)C)CC)(C)C. Product: [CH2:27]([O:34][CH2:35][CH2:36][N:37]([CH2:38][CH2:39][CH2:40][CH2:41][O:42][Si:43]([C:46]([CH3:49])([CH3:48])[CH3:47])([CH3:44])[CH3:45])[C:16]([C:12]1[NH:11][C:10](=[O:19])[C:9]([O:20][CH3:21])=[C:8]2[C:13]=1[CH2:14][CH2:15][N:6]([CH2:5][C:4]1[CH:23]=[CH:24][C:25]([F:26])=[C:2]([Cl:1])[CH:3]=1)[C:7]2=[O:22])=[O:18])[C:28]1[CH:33]=[CH:32][CH:31]=[CH:30][CH:29]=1. The catalyst class is: 3. (7) Reactant: [N:1]1([S:7]([CH2:10][C@H:11]([CH3:22])[C:12]([O:14]CC2C=CC=CC=2)=[O:13])(=[O:9])=[O:8])[CH2:6][CH2:5][CH2:4][CH2:3][CH2:2]1. Product: [N:1]1([S:7]([CH2:10][C@H:11]([CH3:22])[C:12]([OH:14])=[O:13])(=[O:9])=[O:8])[CH2:2][CH2:3][CH2:4][CH2:5][CH2:6]1. The catalyst class is: 45. (8) Reactant: Cl[C:2]1[CH:9]=[CH:8][C:5]([C:6]#[N:7])=[CH:4][C:3]=1[N+:10]([O-:12])=[O:11].C([O-])([O-])=O.[K+].[K+].[F:19][C:20]1[CH:25]=[CH:24][C:23]([F:26])=[CH:22][C:21]=1[OH:27]. Product: [F:19][C:20]1[CH:25]=[CH:24][C:23]([F:26])=[CH:22][C:21]=1[O:27][C:2]1[CH:9]=[CH:8][C:5]([C:6]#[N:7])=[CH:4][C:3]=1[N+:10]([O-:12])=[O:11]. The catalyst class is: 1.